From a dataset of Catalyst prediction with 721,799 reactions and 888 catalyst types from USPTO. Predict which catalyst facilitates the given reaction. (1) Reactant: [Li+].[CH3:2]C([N-]C(C)C)C.[CH2:9]([O:11][C:12]([CH:14]1[CH2:23][CH2:22][C:17]2([O:21][CH2:20][CH2:19][O:18]2)[CH2:16][CH2:15]1)=[O:13])[CH3:10].CI. Product: [CH2:9]([O:11][C:12]([C:14]1([CH3:2])[CH2:23][CH2:22][C:17]2([O:18][CH2:19][CH2:20][O:21]2)[CH2:16][CH2:15]1)=[O:13])[CH3:10]. The catalyst class is: 1. (2) Reactant: [H-].[Al+3].[Li+].[H-].[H-].[H-].[NH2:7][C:8]([CH3:21])([CH2:11][CH2:12][O:13][CH2:14][C:15]1[CH:20]=[CH:19][CH:18]=[CH:17][CH:16]=1)[C:9]#[N:10].O.[OH-].[Na+]. Product: [CH2:14]([O:13][CH2:12][CH2:11][C:8]([CH3:21])([NH2:7])[CH2:9][NH2:10])[C:15]1[CH:20]=[CH:19][CH:18]=[CH:17][CH:16]=1. The catalyst class is: 1. (3) Reactant: [Cl:1][C:2]1[CH:7]=[CH:6][C:5]([S:8](Cl)(=[O:10])=[O:9])=[CH:4][CH:3]=1.[Br:12][C:13]1[C:22]2[O:21][CH2:20][CH2:19][NH:18][C:17]=2[CH:16]=[C:15]([CH3:23])[CH:14]=1.N1C=CC=CC=1.O. Product: [Br:12][C:13]1[C:22]2[O:21][CH2:20][CH2:19][N:18]([S:8]([C:5]3[CH:6]=[CH:7][C:2]([Cl:1])=[CH:3][CH:4]=3)(=[O:10])=[O:9])[C:17]=2[CH:16]=[C:15]([CH3:23])[CH:14]=1. The catalyst class is: 4. (4) Reactant: C[O:2][C:3]([CH:5]1[C:9]([C:11]2[CH:16]=[CH:15][C:14]([Cl:17])=[CH:13][CH:12]=2)([CH3:10])[CH2:8][N:7]([CH2:18][C:19]2[CH:24]=[CH:23][CH:22]=[CH:21][CH:20]=2)[CH2:6]1)=[O:4].[Li+].[OH-].CO. Product: [CH2:18]([N:7]1[CH2:8][C:9]([C:11]2[CH:12]=[CH:13][C:14]([Cl:17])=[CH:15][CH:16]=2)([CH3:10])[CH:5]([C:3]([OH:4])=[O:2])[CH2:6]1)[C:19]1[CH:24]=[CH:23][CH:22]=[CH:21][CH:20]=1. The catalyst class is: 1. (5) Reactant: Br.Br.[C@H:3]12[CH2:9][C@H:6]([NH:7][CH2:8]1)[CH2:5][NH:4]2.Br[CH2:11][CH2:12][C:13]1[CH:18]=[CH:17][C:16]([N+:19]([O-:21])=[O:20])=[CH:15][CH:14]=1.C([O-])([O-])=O.[K+].[K+]. Product: [N+:19]([C:16]1[CH:17]=[CH:18][C:13]([CH2:12][CH2:11][N:4]2[CH2:5][C@@H:6]3[CH2:9][C@H:3]2[CH2:8][N:7]3[CH2:11][CH2:12][C:13]2[CH:14]=[CH:15][C:16]([N+:19]([O-:21])=[O:20])=[CH:17][CH:18]=2)=[CH:14][CH:15]=1)([O-:21])=[O:20]. The catalyst class is: 639. (6) Reactant: [NH:1]([C:48]([CH3:50])=[O:49])[C@H:2]([C:18]([NH:20][C@H:21]([C:26]([N:28]1[CH2:47][CH2:46][CH2:45][C@H:29]1[C:30]([NH:32][CH2:33][CH2:34][CH2:35][CH2:36][NH:37]C(OC(C)(C)C)=O)=[O:31])=[O:27])[CH2:22][CH:23]([CH3:25])[CH3:24])=[O:19])[CH2:3][C:4]1[CH:9]=[CH:8][C:7]([O:10][CH2:11][C:12]2[CH:17]=[CH:16][CH:15]=[CH:14][CH:13]=2)=[CH:6][CH:5]=1.[C:51]([OH:57])([C:53]([F:56])([F:55])[F:54])=[O:52]. Product: [NH:1]([C:48]([CH3:50])=[O:49])[C@H:2]([C:18]([NH:20][C@H:21]([C:26]([N:28]1[CH2:47][CH2:46][CH2:45][C@H:29]1[C:30]([NH:32][CH2:33][CH2:34][CH2:35][CH2:36][NH2:37])=[O:31])=[O:27])[CH2:22][CH:23]([CH3:24])[CH3:25])=[O:19])[CH2:3][C:4]1[CH:5]=[CH:6][C:7]([O:10][CH2:11][C:12]2[CH:13]=[CH:14][CH:15]=[CH:16][CH:17]=2)=[CH:8][CH:9]=1.[F:54][C:53]([C:51]([OH:57])=[O:52])([F:56])[F:55]. The catalyst class is: 2. (7) Reactant: C(=[N:8][CH2:9][CH:10]1[CH2:15][CH2:14][N:13]([C:16]2[CH:21]=[CH:20][C:19]([N+:22]([O-:24])=[O:23])=[CH:18][C:17]=2[F:25])[CH2:12][CH2:11]1)C1C=CC=CC=1. Product: [F:25][C:17]1[CH:18]=[C:19]([N+:22]([O-:24])=[O:23])[CH:20]=[CH:21][C:16]=1[N:13]1[CH2:12][CH2:11][CH:10]([CH2:9][NH2:8])[CH2:15][CH2:14]1. The catalyst class is: 33. (8) Reactant: [CH3:1][C:2]1[CH:7]=[C:6]([CH3:8])[CH:5]=[C:4]([CH3:9])[C:3]=1[N:10]=[C:11]=[O:12].[NH2:13][C:14]1[CH:15]=[C:16]([C:37]2[CH:42]=[CH:41][CH:40]=[CH:39][CH:38]=2)[CH:17]=[CH:18][C:19]=1[C:20]([NH:22][C@@H:23]([CH:31]1[CH2:36][CH2:35][CH2:34][CH2:33][CH2:32]1)[C:24]([O:26][C:27]([CH3:30])([CH3:29])[CH3:28])=[O:25])=[O:21].CCCCCC.C(OCC)(=O)C. Product: [CH:31]1([C@H:23]([NH:22][C:20]([C:19]2[CH:18]=[CH:17][C:16]([C:37]3[CH:42]=[CH:41][CH:40]=[CH:39][CH:38]=3)=[CH:15][C:14]=2[NH:13][C:11]([NH:10][C:3]2[C:2]([CH3:1])=[CH:7][C:6]([CH3:8])=[CH:5][C:4]=2[CH3:9])=[O:12])=[O:21])[C:24]([O:26][C:27]([CH3:29])([CH3:28])[CH3:30])=[O:25])[CH2:36][CH2:35][CH2:34][CH2:33][CH2:32]1. The catalyst class is: 17. (9) Reactant: [NH2:1][C@H:2]1[CH2:7][CH2:6][CH2:5][CH2:4][C@@H:3]1[CH2:8][C:9]#[N:10].[Na].O=[C:13]1[CH2:18][CH2:17][N:16]([C:19]([O:21][C:22]([CH3:25])([CH3:24])[CH3:23])=[O:20])[CH2:15][CH2:14]1.C([BH3-])#N.[Na+]. Product: [C:9]([CH2:8][C@H:3]1[CH2:4][CH2:5][CH2:6][CH2:7][C@@H:2]1[NH:1][CH:13]1[CH2:18][CH2:17][N:16]([C:19]([O:21][C:22]([CH3:25])([CH3:24])[CH3:23])=[O:20])[CH2:15][CH2:14]1)#[N:10]. The catalyst class is: 466. (10) Reactant: C(OC(=O)N[C@H:8]1[CH2:12][CH2:11][CH2:10][C@@H:9]1[O:13][CH2:14][C:15]1[CH:20]=[CH:19][CH:18]=[CH:17][CH:16]=1)(C)(C)C.[H-].[Na+].CI.[OH2:26].C[N:28]([CH:30]=[O:31])[CH3:29]. Product: [C:15]([O:26][C:30](=[O:31])[NH:28][CH2:29][C@@H:8]1[CH2:12][CH2:11][CH2:10][C@@H:9]1[O:13][CH2:14][C:15]1[CH:16]=[CH:17][CH:18]=[CH:19][CH:20]=1)([CH3:20])([CH3:16])[CH3:14]. The catalyst class is: 13.